This data is from Reaction yield outcomes from USPTO patents with 853,638 reactions. The task is: Predict the reaction yield, written as a fraction of the theoretical maximum amount of product (1.0 means a 100% yield; for example, 0.34 means a 34% yield). The reactants are [CH3:1][N:2]([CH3:34])[C:3]1([C:28]2[CH:33]=[CH:32][CH:31]=[CH:30][CH:29]=2)[CH2:8][CH2:7][CH:6]([CH2:9][C:10]([NH:12][CH2:13][CH2:14][CH2:15][CH2:16][CH2:17][CH2:18][C:19]2[C:27]3[C:22](=[CH:23][CH:24]=[CH:25][CH:26]=3)[NH:21][CH:20]=2)=[O:11])[CH2:5][CH2:4]1.[ClH:35]. The catalyst is CC(CC)=O.C(O)C. The product is [ClH:35].[CH3:34][N:2]([CH3:1])[C:3]1([C:28]2[CH:29]=[CH:30][CH:31]=[CH:32][CH:33]=2)[CH2:8][CH2:7][CH:6]([CH2:9][C:10]([NH:12][CH2:13][CH2:14][CH2:15][CH2:16][CH2:17][CH2:18][C:19]2[C:27]3[C:22](=[CH:23][CH:24]=[CH:25][CH:26]=3)[NH:21][CH:20]=2)=[O:11])[CH2:5][CH2:4]1. The yield is 0.620.